This data is from Catalyst prediction with 721,799 reactions and 888 catalyst types from USPTO. The task is: Predict which catalyst facilitates the given reaction. Reactant: Br[CH2:2][CH2:3][CH2:4][CH2:5][CH2:6][CH2:7][O:8][C:9]([CH3:16])([CH3:15])[C:10]([O:12][CH2:13][CH3:14])=[O:11].[I-:17].[Na+]. Product: [I:17][CH2:2][CH2:3][CH2:4][CH2:5][CH2:6][CH2:7][O:8][C:9]([CH3:16])([CH3:15])[C:10]([O:12][CH2:13][CH3:14])=[O:11]. The catalyst class is: 21.